Dataset: Forward reaction prediction with 1.9M reactions from USPTO patents (1976-2016). Task: Predict the product of the given reaction. (1) Given the reactants [Cl:1][S:2]([C:5]1[CH:10]=[CH:9][C:8]([N:11]=[C:12]=[O:13])=[CH:7][CH:6]=1)(=[O:4])=[O:3].[NH2:14][C:15]1[CH:16]=[C:17]([CH:20]=[CH:21][CH:22]=1)[C:18]#[N:19], predict the reaction product. The product is: [C:18]([C:17]1[CH:16]=[C:15]([NH:14][C:12](=[O:13])[NH:11][C:8]2[CH:7]=[CH:6][C:5]([S:2]([Cl:1])(=[O:4])=[O:3])=[CH:10][CH:9]=2)[CH:22]=[CH:21][CH:20]=1)#[N:19]. (2) Given the reactants [Cl:1][C:2]1[CH:7]=[CH:6][CH:5]=[CH:4][C:3]=1[C:8]1[CH:9]=[N:10][C:11]2[N:12]([N:24]=[C:25](SC)[C:26]=2[C:27]([O:29][CH2:30][CH3:31])=[O:28])[C:13]=1[C:14]1[CH:19]=[CH:18][C:17]([C:20]([F:23])([F:22])[F:21])=[CH:16][CH:15]=1.Cl[C:35]1C=CC=C(C(OO)=O)C=1.[S:45]([O-:49])([O-])(=[O:47])=S.[Na+].[Na+], predict the reaction product. The product is: [Cl:1][C:2]1[CH:7]=[CH:6][CH:5]=[CH:4][C:3]=1[C:8]1[CH:9]=[N:10][C:11]2[N:12]([N:24]=[C:25]([S:45]([CH3:35])(=[O:49])=[O:47])[C:26]=2[C:27]([O:29][CH2:30][CH3:31])=[O:28])[C:13]=1[C:14]1[CH:15]=[CH:16][C:17]([C:20]([F:22])([F:21])[F:23])=[CH:18][CH:19]=1. (3) Given the reactants C(OC([N:8]1[CH2:12][C@@H:11]([CH2:13][N:14]([CH:31]([CH3:33])[CH3:32])[C:15](=[O:30])[C:16]2[CH:21]=[CH:20][C:19]([O:22][CH3:23])=[C:18]([O:24][CH2:25][CH2:26][CH2:27][O:28][CH3:29])[CH:17]=2)[C@H:10]([CH2:34][N:35]([C:37]([CH:39]2[CH2:41][CH2:40]2)=[O:38])[CH3:36])[CH2:9]1)=O)(C)(C)C.C(O)(C(F)(F)F)=O.C([O-])(O)=O.[Na+], predict the reaction product. The product is: [CH:39]1([C:37]([N:35]([CH2:34][C@@H:10]2[CH2:9][NH:8][CH2:12][C@H:11]2[CH2:13][N:14]([CH:31]([CH3:33])[CH3:32])[C:15](=[O:30])[C:16]2[CH:21]=[CH:20][C:19]([O:22][CH3:23])=[C:18]([O:24][CH2:25][CH2:26][CH2:27][O:28][CH3:29])[CH:17]=2)[CH3:36])=[O:38])[CH2:41][CH2:40]1. (4) Given the reactants [F:1][C:2]1[CH:3]=[C:4]([C:9]([N:11]2[CH2:16][CH2:15][CH2:14][C@@H:13](O)[CH2:12]2)=[O:10])[CH:5]=[CH:6][C:7]=1[F:8].[F:18][C:19]1[CH:24]=[CH:23][C:22]([C:25]2[NH:29][N:28]=[N:27][N:26]=2)=[CH:21][CH:20]=1, predict the reaction product. The product is: [F:1][C:2]1[CH:3]=[C:4]([C:9]([N:11]2[CH2:16][CH2:15][CH2:14][C@H:13]([N:27]3[N:28]=[N:29][C:25]([C:22]4[CH:23]=[CH:24][C:19]([F:18])=[CH:20][CH:21]=4)=[N:26]3)[CH2:12]2)=[O:10])[CH:5]=[CH:6][C:7]=1[F:8].